Dataset: Peptide-MHC class I binding affinity with 185,985 pairs from IEDB/IMGT. Task: Regression. Given a peptide amino acid sequence and an MHC pseudo amino acid sequence, predict their binding affinity value. This is MHC class I binding data. The peptide sequence is APAKKAAPA. The MHC is HLA-B46:01 with pseudo-sequence HLA-B46:01. The binding affinity (normalized) is 0.0847.